This data is from Catalyst prediction with 721,799 reactions and 888 catalyst types from USPTO. The task is: Predict which catalyst facilitates the given reaction. (1) Reactant: [F:1][C:2]1[CH:7]=[CH:6][C:5]([CH3:8])=[CH:4][C:3]=1[NH:9][C:10]([NH:12][C:13]1[CH:33]=[CH:32][C:16]([O:17][C:18]2[CH:23]=[CH:22][N:21]=[C:20]([C:24]3[CH:25]=[C:26]([C:29](O)=[O:30])[NH:27][CH:28]=3)[CH:19]=2)=[CH:15][CH:14]=1)=[O:11].[CH3:34][N:35](C(ON1N=NC2C=CC=NC1=2)=[N+](C)C)C.F[P-](F)(F)(F)(F)F.CN.C1COCC1.C(N(CC)C(C)C)(C)C. Product: [F:1][C:2]1[CH:7]=[CH:6][C:5]([CH3:8])=[CH:4][C:3]=1[NH:9][C:10]([NH:12][C:13]1[CH:33]=[CH:32][C:16]([O:17][C:18]2[CH:23]=[CH:22][N:21]=[C:20]([C:24]3[CH:25]=[C:26]([C:29]([NH:35][CH3:34])=[O:30])[NH:27][CH:28]=3)[CH:19]=2)=[CH:15][CH:14]=1)=[O:11]. The catalyst class is: 18. (2) Reactant: [Cl:1][C:2]1[CH:7]=[CH:6][C:5]([NH:8][C:9](=[O:28])/[C:10](/[CH3:27])=[CH:11]/[C:12]2[CH:17]=[CH:16][CH:15]=[C:14]([O:18][C:19]3[CH:24]=[CH:23][N:22]=[C:21]([C:25]#[N:26])[CH:20]=3)[CH:13]=2)=[CH:4][C:3]=1[C:29]([F:32])([F:31])[F:30].[CH2:33](N)[CH2:34][NH2:35]. Product: [Cl:1][C:2]1[CH:7]=[CH:6][C:5]([NH:8][C:9](=[O:28])/[C:10](/[CH3:27])=[CH:11]/[C:12]2[CH:17]=[CH:16][CH:15]=[C:14]([O:18][C:19]3[CH:24]=[CH:23][N:22]=[C:21]([C:25]4[NH:35][CH2:34][CH2:33][N:26]=4)[CH:20]=3)[CH:13]=2)=[CH:4][C:3]=1[C:29]([F:32])([F:30])[F:31]. The catalyst class is: 653. (3) Reactant: [NH2:1][C:2]1[C:3]([OH:12])=[N:4][C:5]([C:8]([F:11])([F:10])[F:9])=[CH:6][CH:7]=1.C(N(CC)CC)C.CN(C=O)C.Cl.[C:26](Cl)(=[O:33])[C:27]1[CH:32]=[CH:31][N:30]=[CH:29][CH:28]=1. Product: [OH:12][C:3]1[C:2]([NH:1][C:26](=[O:33])[C:27]2[CH:32]=[CH:31][N:30]=[CH:29][CH:28]=2)=[CH:7][CH:6]=[C:5]([C:8]([F:11])([F:9])[F:10])[N:4]=1. The catalyst class is: 6. (4) Reactant: [C:1]([C:3]1[CH:4]=[C:5]([CH:10]=[CH:11][C:12]=1[OH:13])[C:6]([O:8][CH3:9])=[O:7])#[N:2].Cl[CH2:15]I.C([Zn][CH2:20][CH3:21])C.[NH4+].[Cl-].[NH4+].[OH-]. Product: [C:1]([C:3]1[CH:4]=[C:5]([CH:10]=[CH:11][C:12]=1[O:13][CH:20]([CH3:21])[CH3:15])[C:6]([O:8][CH3:9])=[O:7])#[N:2]. The catalyst class is: 839. (5) Reactant: [N:1]1([CH2:7][C:8]2[CH:13]=[CH:12][C:11]([C:14]([NH:16][C:17]3([C:23]([NH:25][C@H:26]([CH2:31][OH:32])[CH2:27][CH2:28][S:29][CH3:30])=[O:24])[CH2:22][CH2:21][CH2:20][CH2:19][CH2:18]3)=[O:15])=[CH:10][CH:9]=2)[CH2:6][CH2:5][O:4][CH2:3][CH2:2]1.C(OCC)(=O)C.C(=O)(O)[O-].[Na+].S([O-])([O-])(=O)=S.[Na+].[Na+]. The catalyst class is: 2. Product: [N:1]1([CH2:7][C:8]2[CH:13]=[CH:12][C:11]([C:14]([NH:16][C:17]3([C:23]([NH:25][C@H:26]([CH:31]=[O:32])[CH2:27][CH2:28][S:29][CH3:30])=[O:24])[CH2:22][CH2:21][CH2:20][CH2:19][CH2:18]3)=[O:15])=[CH:10][CH:9]=2)[CH2:6][CH2:5][O:4][CH2:3][CH2:2]1.